From a dataset of Experimentally validated miRNA-target interactions with 360,000+ pairs, plus equal number of negative samples. Binary Classification. Given a miRNA mature sequence and a target amino acid sequence, predict their likelihood of interaction. (1) The miRNA is hsa-miR-4755-3p with sequence AGCCAGGCUCUGAAGGGAAAGU. The protein sequence of the target gene is MLDFFTIFSKGGLVLWCFQGVSDSCTGPVNALIRSVLLQERGGNNSFTHEALTLKYKLDNQFELVFVVGFQKILTLTYVDKLIDDVHRLFRDKYRTEIQQQSALSLLNGTFDFQNDFLRLLREAEESSKIRAPTTMKKFEDSEKAKKPVRSMIETRGEKPKEKAKNSKKKGAKKEGSDGPLATSKPVPAEKSGLPVGPENGVELSKEELIRRKREEFIQKHGRGMEKSNKSTKSDAPKEKGKKAPRVWELGGCANKEVLDYSTPTTNGTPEAALSEDINLIRGTGSGGQLQDLDCSSSDD.... Result: 0 (no interaction). (2) The miRNA is hsa-miR-2276-5p with sequence GCCCUCUGUCACCUUGCAGACG. The protein sequence of the target gene is MSLICSISNEVPEHPCVSPVSNHVYERRLIEKYIAENGTDPINNQPLSEEQLIDIKVAHPIRPKPPSATSIPAILKALQDEWDAVMLHSFTLRQQLQTTRQELSHALYQHDAACRVIARLTKEVTAAREALATLKPQAGLIVPQAVPSSQPSVVGAGEPMDLGELVGMTPEIIQKLQDKATVLTTERKKRGKTVPEELVKPEELSKYRQVASHVGLHSASIPGILALDLCPSDTNKILTGGADKNVVVFDKSSEQILATLKGHTKKVTSVVFHPSQDLVFSASPDATIRIWSVPNASCVQ.... Result: 0 (no interaction). (3) The protein sequence of the target gene is MSISSDEVNFLVYRYLQESGFSHSAFTFGIESHISQSNINGALVPPAALISIIQKGLQYVEAEVSINEDGTLFDGRPIESLSLIDAVMPDVVQTRQQAYRDKLAQQHAAAAAAAAAATNQQGSAKNGENTANGEENGAHTIANNHTDMMEVDGDVEIPSNKAVVLRGHESEVFICAWNPVSDLLASGSGDSTARIWNLSENSTSGPTQLVLRHCIREGGQDVPSNKDVTSLDWNSEGTLLATGSYDGFARIWTKDGNLASTLGQHKGPIFALKWNKKGNFILSAGVDKTTIIWDAHTGEA.... Result: 1 (interaction). The miRNA is mmu-miR-3080-3p with sequence UCCUCGGGCAAAGCGCUUGACA. (4) The miRNA is hsa-miR-570-3p with sequence CGAAAACAGCAAUUACCUUUGC. The protein sequence of the target gene is MEEVVITGMSGKLPESENLEEFWANLIGGVDMVTDDDRRWKAGLYGLPRRSGKLKDLSRFDASFFGVHPKQAHNMDPQLRLLLEVTYEAIVDAGINPASIRGTNTGVWVGVSGSEASEALSRDPETLVGYSMVGCQRAMLANRLSFFFDFKGPSITLDTACSSSLLALQRAYQAIQRGECAMAIVGGVNIRLKPNTSVQFMKLGMLSPEGTCKFFDASGNGYCRAKAVMAILLTKKSLARRVYATILNAGTNTDGCKEKGVTFPSGEAQEQLISSLYKPAGLDPETLEYVEAHGTGTKVG.... Result: 0 (no interaction). (5) The miRNA is hsa-miR-4699-5p with sequence AGAAGAUUGCAGAGUAAGUUCC. The protein sequence of the target gene is MQQDGLGVGTRNGSGKGRSVHPSWPWCAPRPLRYFGRDARARRAQTAAMALLAGGLSRGLGSHPAAAGRDAVVFVWLLLSTWCTAPARAIQVTVSNPYHVVILFQPVTLPCTYQMTSTPTQPIVIWKYKSFCRDRIADAFSPASVDNQLNAQLAAGNPGYNPYVECQDSVRTVRVVATKQGNAVTLGDYYQGRRITITGNADLTFDQTAWGDSGVYYCSVVSAQDLQGNNEAYAELIVLGRTSGVAELLPGFQAGPIEDWLFVVVVCLAAFLIFLLLGICWCQCCPHTCCCYVRCPCCPD.... Result: 0 (no interaction).